Dataset: Reaction yield outcomes from USPTO patents with 853,638 reactions. Task: Predict the reaction yield, written as a fraction of the theoretical maximum amount of product (1.0 means a 100% yield; for example, 0.34 means a 34% yield). (1) The reactants are C(N(CC)C(=O)[O:5][C:6]1[CH:11]=[CH:10][CH:9]=[C:8]([Cl:12])[C:7]=1[CH2:13][CH2:14][CH2:15][OH:16])C.[OH-].[Na+]. The yield is 0.790. The catalyst is C(O)C. The product is [Cl:12][C:8]1[C:7]([CH2:13][CH2:14][CH2:15][OH:16])=[C:6]([OH:5])[CH:11]=[CH:10][CH:9]=1. (2) The reactants are Cl[C:2]1[CH:7]=[C:6](Cl)[N:5]=[CH:4][N:3]=1.[CH3:9][NH:10][C:11]1[CH:12]=[C:13]([OH:17])[CH:14]=[CH:15][CH:16]=1. No catalyst specified. The product is [CH3:9][N:10]([C:11]1[CH:16]=[CH:15][CH:14]=[C:13]([OH:17])[CH:12]=1)[C:2]1[CH:7]=[C:6]([N:10]([CH3:9])[C:11]2[CH:16]=[CH:15][CH:14]=[C:13]([OH:17])[CH:12]=2)[N:5]=[CH:4][N:3]=1. The yield is 0.430.